The task is: Binary Classification. Given a miRNA mature sequence and a target amino acid sequence, predict their likelihood of interaction.. This data is from Experimentally validated miRNA-target interactions with 360,000+ pairs, plus equal number of negative samples. The miRNA is hsa-miR-764 with sequence GCAGGUGCUCACUUGUCCUCCU. The protein sequence of the target gene is MDEEPERTKRWEGGYERTWEILKEDESGSLKATIEDILFKAKRKRVFEHHGQVRLGMMRHLYVVVDGSRTMEDQDLKPNRLTCTLKLLEYFVEEYFDQNPISQIGIIVTKSKRAEKLTELSGNPRKHITSLKKAVDMTCHGEPSLYNSLSIAMQTLKHMPGHTSREVLIIFSSLTTCDPSNIYDLIKTLKAAKIRVSVIGLSAEVRVCTVLARETGGTYHVILDESHYKELLTHHVSPPPASSSSECSLIRMGFPQHTIASLSDQDAKPSFSMAHLDGNTEPGLTLGGYFCPQCRAKYCE.... Result: 0 (no interaction).